From a dataset of Catalyst prediction with 721,799 reactions and 888 catalyst types from USPTO. Predict which catalyst facilitates the given reaction. (1) Reactant: [CH3:1][O:2][CH2:3][CH:4]1[C:13]2[C:8]3=[C:9]([CH2:14][N:15](C(OC(C)(C)C)=O)[CH2:16][CH:17]([CH3:18])[N:7]3[CH2:6][CH2:5]1)[CH:10]=[CH:11][CH:12]=2.C(O)(C(F)(F)F)=O. The catalyst class is: 2. Product: [CH3:1][O:2][CH2:3][CH:4]1[C:13]2[C:8]3=[C:9]([CH2:14][NH:15][CH2:16][CH:17]([CH3:18])[N:7]3[CH2:6][CH2:5]1)[CH:10]=[CH:11][CH:12]=2. (2) Reactant: [N:1]([CH2:4][CH2:5][O:6][C:7]1[CH:8]=[C:9]([F:37])[CH:10]=[C:11]2[C:15]=1[N:14]([CH2:16][C:17]1[CH:22]=[CH:21][CH:20]=[C:19]([Cl:23])[CH:18]=1)[N:13]=[C:12]2[S:24]([C:27]1[C:36]2[C:31](=[CH:32][CH:33]=[CH:34][CH:35]=2)[CH:30]=[CH:29][CH:28]=1)(=[O:26])=[O:25])=[N+]=[N-].CO. Product: [Cl:23][C:19]1[CH:18]=[C:17]([CH:22]=[CH:21][CH:20]=1)[CH2:16][N:14]1[C:15]2[C:11](=[CH:10][C:9]([F:37])=[CH:8][C:7]=2[O:6][CH2:5][CH2:4][NH2:1])[C:12]([S:24]([C:27]2[C:36]3[C:31](=[CH:32][CH:33]=[CH:34][CH:35]=3)[CH:30]=[CH:29][CH:28]=2)(=[O:25])=[O:26])=[N:13]1. The catalyst class is: 123. (3) Reactant: N1(C(NC(=O)OC(C)(C)C)NC(=O)[O-])C=CC=N1.[O:19]=[C:20]1[CH2:25][CH2:24][CH:23]([NH:26][C:27](=[O:33])OC(C)(C)C)[CH2:22][CH2:21]1.Cl.[N:35]1([C:43]([O:45][C:46]([CH3:49])([CH3:48])[CH3:47])=[O:44])[CH2:42][CH2:41][CH2:40][C@H:36]1C(O)=O.CN(C(ON1N=NC2C=CC=NC1=2)=[N+](C)C)C.F[P-](F)(F)(F)(F)F.CCN(C(C)C)C(C)C. Product: [O:19]=[C:20]1[CH2:21][CH2:22][CH:23]([NH:26][C:27]([C@@H:36]2[CH2:40][CH2:41][CH2:42][N:35]2[C:43]([O:45][C:46]([CH3:49])([CH3:48])[CH3:47])=[O:44])=[O:33])[CH2:24][CH2:25]1. The catalyst class is: 3. (4) Reactant: [Br:1][C:2]1[C:11]([CH3:12])=[CH:10][C:9]2[C:8]([CH3:14])([CH3:13])[CH2:7][CH2:6][C:5]([CH3:16])([CH3:15])[C:4]=2[CH:3]=1.[Br:17]N1C(=O)CCC1=O. Product: [Br:1][C:2]1[C:11]([CH2:12][Br:17])=[CH:10][C:9]2[C:8]([CH3:14])([CH3:13])[CH2:7][CH2:6][C:5]([CH3:16])([CH3:15])[C:4]=2[CH:3]=1. The catalyst class is: 340. (5) Reactant: [F:1][C:2]1[CH:7]=[CH:6][C:5]([N:8]2[C:12](=[O:13])[C:11]([CH3:15])([CH3:14])[NH:10][C:9]2=[O:16])=[CH:4][C:3]=1[C:17]([F:20])([F:19])[F:18].Br[CH2:22][C:23]1[CH:40]=[CH:39][CH:38]=[CH:37][C:24]=1[C:25]([C:27]1[CH:36]=[CH:35][C:30]([C:31]([O:33][CH3:34])=[O:32])=[CH:29][CH:28]=1)=[O:26].C(=O)([O-])[O-].[Cs+].[Cs+]. Product: [F:1][C:2]1[CH:7]=[CH:6][C:5]([N:8]2[C:12](=[O:13])[C:11]([CH3:14])([CH3:15])[N:10]([CH2:22][C:23]3[CH:40]=[CH:39][CH:38]=[CH:37][C:24]=3[C:25]([C:27]3[CH:36]=[CH:35][C:30]([C:31]([O:33][CH3:34])=[O:32])=[CH:29][CH:28]=3)=[O:26])[C:9]2=[O:16])=[CH:4][C:3]=1[C:17]([F:18])([F:20])[F:19]. The catalyst class is: 10. (6) Reactant: [Cl:1][C:2]1[CH:3]=[C:4]([C:8]2[N:17]([CH2:18][C:19]([NH:21][CH:22]([CH3:24])[CH3:23])=[O:20])[C:16](=[O:25])[C:15]3[C:10](=[CH:11][CH:12]=[C:13]([O:26][CH2:27][CH2:28][CH2:29][N:30]4[CH2:35][CH2:34][CH2:33][CH2:32][CH2:31]4)[CH:14]=3)[N:9]=2)[CH:5]=[CH:6][CH:7]=1.Cl.C(Cl)(C)=O. Product: [ClH:1].[Cl:1][C:2]1[CH:3]=[C:4]([C:8]2[N:17]([CH2:18][C:19]([NH:21][CH:22]([CH3:23])[CH3:24])=[O:20])[C:16](=[O:25])[C:15]3[C:10](=[CH:11][CH:12]=[C:13]([O:26][CH2:27][CH2:28][CH2:29][N:30]4[CH2:35][CH2:34][CH2:33][CH2:32][CH2:31]4)[CH:14]=3)[N:9]=2)[CH:5]=[CH:6][CH:7]=1. The catalyst class is: 5. (7) Reactant: [F:1][C:2]([F:32])([F:31])[C:3]1[CH:8]=[CH:7][C:6](/[CH:9]=[CH:10]/[C:11]([O:13]CC)=[O:12])=[CH:5][C:4]=1[C:16]1[CH:25]=[C:24]2[C:19]([C:20]([CH3:29])([CH3:28])[CH2:21][CH2:22][C:23]2([CH3:27])[CH3:26])=[CH:18][C:17]=1[CH3:30].[OH-].[K+].Cl. Product: [F:1][C:2]([F:31])([F:32])[C:3]1[CH:8]=[CH:7][C:6](/[CH:9]=[CH:10]/[C:11]([OH:13])=[O:12])=[CH:5][C:4]=1[C:16]1[CH:25]=[C:24]2[C:19]([C:20]([CH3:28])([CH3:29])[CH2:21][CH2:22][C:23]2([CH3:27])[CH3:26])=[CH:18][C:17]=1[CH3:30]. The catalyst class is: 24. (8) Reactant: [F:1][C:2]1[CH:3]=[C:4]([C:33]([F:36])([F:35])[F:34])[CH:5]=[C:6]([C:8]2[O:9][CH:10]=[C:11]([CH2:13][O:14][C:15]3[CH:24]=[C:23]4[C:18]([C:19](=[O:32])[C:20]([C:25]5[CH:30]=[CH:29][C:28]([OH:31])=[CH:27][CH:26]=5)=[CH:21][O:22]4)=[CH:17][CH:16]=3)[N:12]=2)[CH:7]=1.[P:37]([O:49][CH2:50]Cl)([O:44][C:45]([CH3:48])([CH3:47])[CH3:46])([O:39][C:40]([CH3:43])([CH3:42])[CH3:41])=[O:38].CC(C)([O-])C.[K+].[I-].[Na+]. Product: [P:37]([O:49][CH2:50][O:31][C:28]1[CH:27]=[CH:26][C:25]([C:20]2[C:19](=[O:32])[C:18]3[C:23](=[CH:24][C:15]([O:14][CH2:13][C:11]4[N:12]=[C:8]([C:6]5[CH:7]=[C:2]([F:1])[CH:3]=[C:4]([C:33]([F:34])([F:36])[F:35])[CH:5]=5)[O:9][CH:10]=4)=[CH:16][CH:17]=3)[O:22][CH:21]=2)=[CH:30][CH:29]=1)([O:39][C:40]([CH3:43])([CH3:42])[CH3:41])([O:44][C:45]([CH3:46])([CH3:47])[CH3:48])=[O:38]. The catalyst class is: 35. (9) Reactant: [CH3:1][C:2]1([CH3:16])[C:7]2[CH:8]=[C:9](B(O)O)[CH:10]=[CH:11][C:6]=2[NH:5][C:4](=[O:15])[O:3]1.C(=O)([O-])[O-].[Na+].[Na+].[Br-].[Li+].[C:25]([O:28][CH2:29][CH3:30])(=O)C. Product: [CH3:1][C:2]1([CH3:16])[O:3][C:4](=[O:15])[NH:5][C:6]2[CH:11]=[CH:10][C:9]([C:1]3[CH:2]=[C:7]([CH:8]=[C:29]([O:28][CH3:25])[CH:30]=3)[C:6]#[N:5])=[CH:8][C:7]1=2. The catalyst class is: 659.